From a dataset of Reaction yield outcomes from USPTO patents with 853,638 reactions. Predict the reaction yield, written as a fraction of the theoretical maximum amount of product (1.0 means a 100% yield; for example, 0.34 means a 34% yield). (1) The reactants are Br[C:2]1[CH:3]=[C:4]([CH:7]=[C:8]([N+:10]([O-:12])=[O:11])[CH:9]=1)[C:5]#[N:6].[F:13][C:14]1[CH:19]=[C:18]([F:20])[CH:17]=[CH:16][C:15]=1B(O)O.C([O-])([O-])=O.[Na+].[Na+]. The catalyst is C1C=CC([P]([Pd]([P](C2C=CC=CC=2)(C2C=CC=CC=2)C2C=CC=CC=2)([P](C2C=CC=CC=2)(C2C=CC=CC=2)C2C=CC=CC=2)[P](C2C=CC=CC=2)(C2C=CC=CC=2)C2C=CC=CC=2)(C2C=CC=CC=2)C2C=CC=CC=2)=CC=1.COCCOC.O. The product is [F:13][C:14]1[CH:19]=[C:18]([F:20])[CH:17]=[CH:16][C:15]=1[C:2]1[CH:9]=[C:8]([N+:10]([O-:12])=[O:11])[CH:7]=[C:4]([C:5]#[N:6])[CH:3]=1. The yield is 0.820. (2) The reactants are [N+:1]([C:4]1[CH:9]=[CH:8][C:7]([CH2:10][C@H:11]([NH:15][C:16]([O:18][C:19]([CH3:22])([CH3:21])[CH3:20])=[O:17])[C:12]([OH:14])=[O:13])=[CH:6][CH:5]=1)([O-:3])=[O:2].[C:23](=O)([O-])[O-].[Na+].[Na+].CI. The catalyst is CN(C=O)C. The product is [CH3:23][O:13][C:12](=[O:14])[C@@H:11]([NH:15][C:16]([O:18][C:19]([CH3:22])([CH3:21])[CH3:20])=[O:17])[CH2:10][C:7]1[CH:6]=[CH:5][C:4]([N+:1]([O-:3])=[O:2])=[CH:9][CH:8]=1. The yield is 0.980. (3) The reactants are [F:1][C:2]1[CH:8]=[C:7]([Br:9])[CH:6]=[CH:5][C:3]=1[NH2:4].[CH:10](=O)/[CH:11]=[CH:12]/[CH3:13].N. The catalyst is Cl. The product is [Br:9][C:7]1[CH:6]=[C:5]2[C:3](=[C:2]([F:1])[CH:8]=1)[N:4]=[C:12]([CH3:13])[CH:11]=[CH:10]2. The yield is 0.470. (4) The reactants are [C:1]([C:5]1[N:10]=[C:9]([N:11]2[CH2:16][CH2:15][N:14]([CH2:17][CH2:18][CH2:19][CH2:20][NH2:21])[CH2:13][CH2:12]2)[CH:8]=[C:7]([C:22]([F:25])([F:24])[F:23])[N:6]=1)([CH3:4])([CH3:3])[CH3:2].C1N=CN([C:31](N2C=NC=C2)=[O:32])C=1.[N:38]1([C:44]2[CH:49]=[N:48][CH:47]=[CH:46][N:45]=2)[CH2:43][CH2:42][NH:41][CH2:40][CH2:39]1. The catalyst is C(Cl)(Cl)Cl.CO. The product is [C:1]([C:5]1[N:10]=[C:9]([N:11]2[CH2:16][CH2:15][N:14]([CH2:17][CH2:18][CH2:19][CH2:20][NH:21][C:31]([N:41]3[CH2:42][CH2:43][N:38]([C:44]4[CH:49]=[N:48][CH:47]=[CH:46][N:45]=4)[CH2:39][CH2:40]3)=[O:32])[CH2:13][CH2:12]2)[CH:8]=[C:7]([C:22]([F:24])([F:25])[F:23])[N:6]=1)([CH3:4])([CH3:2])[CH3:3]. The yield is 0.210.